Dataset: Full USPTO retrosynthesis dataset with 1.9M reactions from patents (1976-2016). Task: Predict the reactants needed to synthesize the given product. (1) The reactants are: [C:1]([NH:8][C@H:9]([C:17]([OH:19])=O)[CH2:10][C:11]1[CH:16]=[CH:15][CH:14]=[CH:13][CH:12]=1)([O:3][C:4]([CH3:7])([CH3:6])[CH3:5])=[O:2].C(N(CC)C(C)C)(C)C.C1C=CC2N(O)N=NC=2C=1.C(Cl)CCl.[C:43]([NH:51][NH2:52])(=[O:50])[C:44]1[CH:49]=[CH:48][CH:47]=[CH:46][CH:45]=1. Given the product [C:4]([O:3][C:1](=[O:2])[NH:8][C@@H:9]([CH2:10][C:11]1[CH:12]=[CH:13][CH:14]=[CH:15][CH:16]=1)[C:17]([NH:52][NH:51][C:43](=[O:50])[C:44]1[CH:49]=[CH:48][CH:47]=[CH:46][CH:45]=1)=[O:19])([CH3:5])([CH3:6])[CH3:7], predict the reactants needed to synthesize it. (2) Given the product [Cl:1][C:2]1[CH:3]=[CH:4][C:5]([S:8][C:9]2[CH:14]=[CH:13][CH:12]=[CH:11][C:10]=2/[CH:15]=[CH:16]/[C:17]([NH:20][CH:21]([CH3:29])[CH2:22][CH2:23][CH2:24][C:25]([OH:27])([CH3:28])[CH3:26])=[O:19])=[CH:6][CH:7]=1, predict the reactants needed to synthesize it. The reactants are: [Cl:1][C:2]1[CH:7]=[CH:6][C:5]([S:8][C:9]2[CH:14]=[CH:13][CH:12]=[CH:11][C:10]=2[CH:15]=[CH:16][C:17]([OH:19])=O)=[CH:4][CH:3]=1.[NH2:20][CH:21]([CH3:29])[CH2:22][CH2:23][CH2:24][C:25]([CH3:28])([OH:27])[CH3:26]. (3) Given the product [NH:1]([C:18]([O:20][CH2:21][C:22]1[CH:23]=[CH:24][CH:25]=[CH:26][CH:27]=1)=[O:19])[CH2:2][C:3]([NH:5][C@H:6]([C:15]([O:17][CH3:33])=[O:16])[CH2:7][C:8]1[CH:9]=[CH:10][C:11]([OH:14])=[CH:12][CH:13]=1)=[O:4], predict the reactants needed to synthesize it. The reactants are: [NH:1]([C:18]([O:20][CH2:21][C:22]1[CH:27]=[CH:26][CH:25]=[CH:24][CH:23]=1)=[O:19])[CH2:2][C:3]([NH:5][C@H:6]([C:15]([OH:17])=[O:16])[CH2:7][C:8]1[CH:13]=[CH:12][C:11]([OH:14])=[CH:10][CH:9]=1)=[O:4].ClS(O)(=O)=O.[CH3:33]O. (4) Given the product [C:4]1([S:10]([C:13]2[CH:14]=[C:15]([C:22]([O:24][CH3:25])=[O:23])[C:16]3[O:20][CH:19]=[CH:18][C:17]=3[CH:21]=2)(=[O:12])=[O:11])[CH:3]=[CH:8][CH:7]=[CH:6][CH:5]=1, predict the reactants needed to synthesize it. The reactants are: CO[C:3]1[CH:8]=[CH:7][C:6](C)=[CH:5][C:4]=1[S:10]([C:13]1[CH:14]=[C:15]([C:22]([O:24][CH3:25])=[O:23])[C:16]2[O:20][CH:19]=[CH:18][C:17]=2[CH:21]=1)(=[O:12])=[O:11].C1(S(C2C=C(C(OC)=O)C3OCCC=3C=2)(=O)=O)C=CC=CC=1. (5) Given the product [CH3:1][S:2]([C:5]1[CH:26]=[CH:25][C:8]([CH2:9][NH:10][C:11]([C:13]2[C:18](=[O:19])[C:17]([C:33]3[CH:32]=[CH:31][N:30]=[C:29]([C:28]([F:39])([F:38])[F:27])[CH:34]=3)=[C:16]([CH3:21])[N:15]([CH:22]([CH3:24])[CH3:23])[CH:14]=2)=[O:12])=[CH:7][CH:6]=1)(=[O:4])=[O:3], predict the reactants needed to synthesize it. The reactants are: [CH3:1][S:2]([C:5]1[CH:26]=[CH:25][C:8]([CH2:9][NH:10][C:11]([C:13]2[C:18](=[O:19])[C:17](Br)=[C:16]([CH3:21])[N:15]([CH:22]([CH3:24])[CH3:23])[CH:14]=2)=[O:12])=[CH:7][CH:6]=1)(=[O:4])=[O:3].[F:27][C:28]([F:39])([F:38])[C:29]1[CH:34]=[C:33](B(O)O)[CH:32]=[CH:31][N:30]=1.C([O-])([O-])=O.[K+].[K+]. (6) Given the product [Br:10][C:5]1[NH:1][CH:2]=[C:3]([C:6]([O:8][CH3:9])=[O:7])[CH:4]=1, predict the reactants needed to synthesize it. The reactants are: [NH:1]1[CH:5]=[CH:4][C:3]([C:6]([O:8][CH3:9])=[O:7])=[CH:2]1.[Br:10]N1C(=O)CCC1=O.O. (7) Given the product [Cl:1][C:2]1[N:11]=[C:10]([NH:30][CH2:29][CH:28]([C:22]2[CH:27]=[CH:26][CH:25]=[CH:24][CH:23]=2)[C:31]2[N:32]=[CH:33][CH:34]=[CH:35][N:36]=2)[C:9]2[C:4](=[CH:5][CH:6]=[CH:7][CH:8]=2)[N:3]=1, predict the reactants needed to synthesize it. The reactants are: [Cl:1][C:2]1[N:11]=[C:10](Cl)[C:9]2[C:4](=[CH:5][CH:6]=[CH:7][CH:8]=2)[N:3]=1.C(N(CC)C(C)C)(C)C.[C:22]1([CH:28]([C:31]2[N:36]=[CH:35][CH:34]=[CH:33][N:32]=2)[CH2:29][NH2:30])[CH:27]=[CH:26][CH:25]=[CH:24][CH:23]=1. (8) Given the product [C:15]([O:19][C:20]([N:22]1[CH2:27][CH2:26][CH:24]([CH2:28][O:29][C:30]2[CH:35]=[CH:34][CH:33]=[CH:32][C:31]=2[Cl:36])[CH2:23]1)=[O:21])([CH3:16])([CH3:17])[CH3:18], predict the reactants needed to synthesize it. The reactants are: C(OC(N1CCC(CO)C1)=O)(C)(C)C.[C:15]([O:19][C:20]([N:22]1[CH2:27][CH2:26]C[CH:24]([CH2:28][O:29][C:30]2[CH:35]=[CH:34][CH:33]=[CH:32][C:31]=2[Cl:36])[CH2:23]1)=[O:21])([CH3:18])([CH3:17])[CH3:16]. (9) Given the product [O:11]=[C:7]1[C:8]2[C:4](=[CH:3][C:2]([C:18]#[N:19])=[CH:10][CH:9]=2)[CH2:5][CH2:6]1, predict the reactants needed to synthesize it. The reactants are: Br[C:2]1[CH:3]=[C:4]2[C:8](=[CH:9][CH:10]=1)[C:7](=[O:11])[CH2:6][CH2:5]2.C(OCC)(=O)C.[CH3:18][N:19](C)C=O. (10) Given the product [Cl:11][C:12]1[C:17]([CH3:18])=[C:16]([N:19]2[CH:20]=[N:21][N:22]=[CH:23]2)[C:15]([C:24]2[CH:29]=[CH:28][CH:27]=[C:26]([F:30])[CH:25]=2)=[C:14]([CH:31]([NH:33][C:2]2[N:10]=[CH:9][N:8]=[C:7]3[C:3]=2[N:4]=[CH:5][NH:6]3)[CH3:32])[CH:13]=1, predict the reactants needed to synthesize it. The reactants are: Br[C:2]1[N:10]=[CH:9][N:8]=[C:7]2[C:3]=1[N:4]=[CH:5][NH:6]2.[Cl:11][C:12]1[C:17]([CH3:18])=[C:16]([N:19]2[CH:23]=[N:22][N:21]=[CH:20]2)[C:15]([C:24]2[CH:29]=[CH:28][CH:27]=[C:26]([F:30])[CH:25]=2)=[C:14]([CH:31]([NH2:33])[CH3:32])[CH:13]=1.C(N(CC)C(C)C)(C)C.